Task: Predict the reactants needed to synthesize the given product.. Dataset: Full USPTO retrosynthesis dataset with 1.9M reactions from patents (1976-2016) The reactants are: [CH3:1][C:2]1[CH:10]=[CH:9][C:5]([C:6]([OH:8])=O)=[CH:4][C:3]=1[B:11]1[O:15][C:14]([CH3:17])([CH3:16])[C:13]([CH3:19])([CH3:18])[O:12]1.CCN(C(C)C)C(C)C.CN(C(ON1N=NC2C=CC=NC1=2)=[N+](C)C)C.F[P-](F)(F)(F)(F)F.[CH3:53][C:54]1[C:58]([NH2:59])=[C:57]([CH3:60])[O:56][N:55]=1. Given the product [CH3:53][C:54]1[C:58]([NH:59][C:6](=[O:8])[C:5]2[CH:9]=[CH:10][C:2]([CH3:1])=[C:3]([B:11]3[O:12][C:13]([CH3:19])([CH3:18])[C:14]([CH3:16])([CH3:17])[O:15]3)[CH:4]=2)=[C:57]([CH3:60])[O:56][N:55]=1, predict the reactants needed to synthesize it.